This data is from NCI-60 drug combinations with 297,098 pairs across 59 cell lines. The task is: Regression. Given two drug SMILES strings and cell line genomic features, predict the synergy score measuring deviation from expected non-interaction effect. (1) Drug 1: CCC1(CC2CC(C3=C(CCN(C2)C1)C4=CC=CC=C4N3)(C5=C(C=C6C(=C5)C78CCN9C7C(C=CC9)(C(C(C8N6C=O)(C(=O)OC)O)OC(=O)C)CC)OC)C(=O)OC)O.OS(=O)(=O)O. Drug 2: CC1=C(C=C(C=C1)C(=O)NC2=CC(=CC(=C2)C(F)(F)F)N3C=C(N=C3)C)NC4=NC=CC(=N4)C5=CN=CC=C5. Cell line: HOP-62. Synergy scores: CSS=24.2, Synergy_ZIP=3.96, Synergy_Bliss=8.26, Synergy_Loewe=6.96, Synergy_HSA=9.39. (2) Drug 1: C1CC(=O)NC(=O)C1N2CC3=C(C2=O)C=CC=C3N. Drug 2: CC1=C(C=C(C=C1)C(=O)NC2=CC(=CC(=C2)C(F)(F)F)N3C=C(N=C3)C)NC4=NC=CC(=N4)C5=CN=CC=C5. Cell line: BT-549. Synergy scores: CSS=-1.36, Synergy_ZIP=6.22, Synergy_Bliss=0.711, Synergy_Loewe=-5.54, Synergy_HSA=-5.47. (3) Drug 1: C1=C(C(=O)NC(=O)N1)N(CCCl)CCCl. Drug 2: CC1C(C(=O)NC(C(=O)N2CCCC2C(=O)N(CC(=O)N(C(C(=O)O1)C(C)C)C)C)C(C)C)NC(=O)C3=C4C(=C(C=C3)C)OC5=C(C(=O)C(=C(C5=N4)C(=O)NC6C(OC(=O)C(N(C(=O)CN(C(=O)C7CCCN7C(=O)C(NC6=O)C(C)C)C)C)C(C)C)C)N)C. Cell line: M14. Synergy scores: CSS=0.647, Synergy_ZIP=-7.71, Synergy_Bliss=-15.3, Synergy_Loewe=-16.7, Synergy_HSA=-16.8. (4) Drug 1: CC1=C(C(CCC1)(C)C)C=CC(=CC=CC(=CC(=O)O)C)C. Drug 2: CC1C(C(CC(O1)OC2CC(OC(C2O)C)OC3=CC4=CC5=C(C(=O)C(C(C5)C(C(=O)C(C(C)O)O)OC)OC6CC(C(C(O6)C)O)OC7CC(C(C(O7)C)O)OC8CC(C(C(O8)C)O)(C)O)C(=C4C(=C3C)O)O)O)O. Cell line: 786-0. Synergy scores: CSS=50.2, Synergy_ZIP=3.62, Synergy_Bliss=5.90, Synergy_Loewe=-33.6, Synergy_HSA=4.13. (5) Drug 1: COC1=CC(=CC(=C1O)OC)C2C3C(COC3=O)C(C4=CC5=C(C=C24)OCO5)OC6C(C(C7C(O6)COC(O7)C8=CC=CS8)O)O. Drug 2: CC(C)(C#N)C1=CC(=CC(=C1)CN2C=NC=N2)C(C)(C)C#N. Cell line: T-47D. Synergy scores: CSS=33.6, Synergy_ZIP=-9.60, Synergy_Bliss=-1.17, Synergy_Loewe=-5.78, Synergy_HSA=-0.370. (6) Drug 1: C1=C(C(=O)NC(=O)N1)F. Drug 2: CC(C)CN1C=NC2=C1C3=CC=CC=C3N=C2N. Cell line: SK-MEL-5. Synergy scores: CSS=29.9, Synergy_ZIP=-7.58, Synergy_Bliss=-17.9, Synergy_Loewe=-19.9, Synergy_HSA=-19.6. (7) Drug 1: C1=CN(C(=O)N=C1N)C2C(C(C(O2)CO)O)O.Cl. Drug 2: C(CC(=O)O)C(=O)CN.Cl. Cell line: UACC62. Synergy scores: CSS=13.9, Synergy_ZIP=-4.65, Synergy_Bliss=3.84, Synergy_Loewe=-18.5, Synergy_HSA=1.04. (8) Drug 1: C1CN(CCN1C(=O)CCBr)C(=O)CCBr. Drug 2: CC(C)CN1C=NC2=C1C3=CC=CC=C3N=C2N. Cell line: NCI-H460. Synergy scores: CSS=62.5, Synergy_ZIP=0.907, Synergy_Bliss=0.428, Synergy_Loewe=2.06, Synergy_HSA=-1.01. (9) Drug 1: CN1CCC(CC1)COC2=C(C=C3C(=C2)N=CN=C3NC4=C(C=C(C=C4)Br)F)OC. Drug 2: CCC1(CC2CC(C3=C(CCN(C2)C1)C4=CC=CC=C4N3)(C5=C(C=C6C(=C5)C78CCN9C7C(C=CC9)(C(C(C8N6C=O)(C(=O)OC)O)OC(=O)C)CC)OC)C(=O)OC)O.OS(=O)(=O)O. Cell line: HL-60(TB). Synergy scores: CSS=40.6, Synergy_ZIP=4.02, Synergy_Bliss=-3.97, Synergy_Loewe=-75.8, Synergy_HSA=-9.39. (10) Drug 2: C1C(C(OC1N2C=NC3=C2NC=NCC3O)CO)O. Cell line: OVCAR-4. Drug 1: CC(CN1CC(=O)NC(=O)C1)N2CC(=O)NC(=O)C2. Synergy scores: CSS=11.0, Synergy_ZIP=-4.31, Synergy_Bliss=-2.28, Synergy_Loewe=-0.271, Synergy_HSA=-0.519.